Dataset: NCI-60 drug combinations with 297,098 pairs across 59 cell lines. Task: Regression. Given two drug SMILES strings and cell line genomic features, predict the synergy score measuring deviation from expected non-interaction effect. (1) Drug 1: C1=CC(=CC=C1CC(C(=O)O)N)N(CCCl)CCCl.Cl. Drug 2: C1C(C(OC1N2C=NC3=C(N=C(N=C32)Cl)N)CO)O. Cell line: UACC62. Synergy scores: CSS=6.11, Synergy_ZIP=-4.42, Synergy_Bliss=-2.81, Synergy_Loewe=-3.79, Synergy_HSA=-2.03. (2) Drug 1: CC(C1=C(C=CC(=C1Cl)F)Cl)OC2=C(N=CC(=C2)C3=CN(N=C3)C4CCNCC4)N. Drug 2: COC1=CC(=CC(=C1O)OC)C2C3C(COC3=O)C(C4=CC5=C(C=C24)OCO5)OC6C(C(C7C(O6)COC(O7)C8=CC=CS8)O)O. Cell line: HL-60(TB). Synergy scores: CSS=45.3, Synergy_ZIP=-3.40, Synergy_Bliss=-4.74, Synergy_Loewe=-16.8, Synergy_HSA=-4.73.